Task: Predict the reaction yield, written as a fraction of the theoretical maximum amount of product (1.0 means a 100% yield; for example, 0.34 means a 34% yield).. Dataset: Reaction yield outcomes from USPTO patents with 853,638 reactions (1) The reactants are [OH:1][NH:2][C:3]([C:5]1[C:14]2[C:9](=[CH:10][CH:11]=[CH:12][CH:13]=2)[CH:8]=[CH:7][N:6]=1)=[NH:4].[CH3:15][O:16][C:17]1[CH:25]=[CH:24][CH:23]=[C:19]([C:20](O)=O)[C:18]=1[OH:26]. No catalyst specified. The product is [C:5]1([C:3]2[N:4]=[C:20]([C:19]3[CH:23]=[CH:24][CH:25]=[C:17]([O:16][CH3:15])[C:18]=3[OH:26])[O:1][N:2]=2)[C:14]2[C:9](=[CH:10][CH:11]=[CH:12][CH:13]=2)[CH:8]=[CH:7][N:6]=1. The yield is 0.120. (2) The reactants are [CH2:1]([O:8][C:9]1[CH:18]=[C:17]([O:19][CH2:20][C:21]2[CH:26]=[CH:25][CH:24]=[CH:23][CH:22]=2)[CH:16]=[C:15]([CH3:27])[C:10]=1[C:11]([NH:13][NH2:14])=[O:12])[C:2]1[CH:7]=[CH:6][CH:5]=[CH:4][CH:3]=1.[OH:28][C:29]1[CH:30]=[C:31]([CH:37]=[CH:38][CH:39]=1)[CH:32]([OH:36])[C:33](O)=[O:34]. The catalyst is CCOCC. The product is [OH:36][CH:32]([C:31]1[CH:37]=[CH:38][CH:39]=[C:29]([OH:28])[CH:30]=1)[C:33]([NH:14][NH:13][C:11](=[O:12])[C:10]1[C:15]([CH3:27])=[CH:16][C:17]([O:19][CH2:20][C:21]2[CH:26]=[CH:25][CH:24]=[CH:23][CH:22]=2)=[CH:18][C:9]=1[O:8][CH2:1][C:2]1[CH:3]=[CH:4][CH:5]=[CH:6][CH:7]=1)=[O:34]. The yield is 0.470. (3) The reactants are [N:1]([CH2:4][CH2:5][NH:6][C:7](=[O:21])[CH2:8][CH2:9][CH2:10][CH2:11][CH2:12][CH2:13][CH2:14][CH2:15][CH2:16][CH2:17][CH2:18]CC)=[N+:2]=[N-:3].[CH2:22](C1C=CC(C(Cl)=O)=CC=1)[CH2:23]CCCCC.N(CCN)=[N+]=[N-].C(N(CC)CC)C. The catalyst is ClCCl. The product is [N:1]([CH2:4][CH2:5][NH:6][C:7](=[O:21])[C:8]1[CH:9]=[CH:10][C:11]([CH2:12][CH2:13][CH2:14][CH2:15][CH2:16][CH2:17][CH3:18])=[CH:23][CH:22]=1)=[N+:2]=[N-:3]. The yield is 0.750. (4) The reactants are [Cl:1][C:2]1[CH:7]=[CH:6][C:5]([N:8]2[C:12]([C:13]3[CH:18]=[CH:17][C:16]([Cl:19])=[CH:15][CH:14]=3)=[CH:11][C:10]([C:20]([O:22]CC)=[O:21])=[C:9]2[CH3:25])=[CH:4][CH:3]=1.[OH-].[Na+].Cl. The catalyst is CCO.O.O. The product is [Cl:1][C:2]1[CH:3]=[CH:4][C:5]([N:8]2[C:12]([C:13]3[CH:18]=[CH:17][C:16]([Cl:19])=[CH:15][CH:14]=3)=[CH:11][C:10]([C:20]([OH:22])=[O:21])=[C:9]2[CH3:25])=[CH:6][CH:7]=1. The yield is 0.980. (5) The reactants are [CH3:1][C:2]1[CH:13]=[C:6]2[C:7]([O:9]C(=O)[NH:11][C:5]2=[C:4]([N+:14]([O-:16])=[O:15])[CH:3]=1)=[O:8].[OH-].[Na+].Cl. The catalyst is C(OCC)(=O)C. The product is [NH2:11][C:5]1[C:4]([N+:14]([O-:16])=[O:15])=[CH:3][C:2]([CH3:1])=[CH:13][C:6]=1[C:7]([OH:9])=[O:8]. The yield is 0.720. (6) The reactants are [O:1]1[CH2:6][CH2:5][CH2:4][CH2:3][CH:2]1[N:7]1[CH:11]=[C:10](B2OC(C)(C)C(C)(C)O2)[CH:9]=[N:8]1.Br[C:22]1[CH:23]=[C:24]2[C:28](=[CH:29][CH:30]=1)[NH:27][C:26]([CH3:31])=[CH:25]2.C(=O)([O-])[O-].[K+].[K+]. The catalyst is CN(C=O)C.O.C1C=CC(P(C2C=CC=CC=2)[C-]2C=CC=C2)=CC=1.C1C=CC(P(C2C=CC=CC=2)[C-]2C=CC=C2)=CC=1.Cl[Pd]Cl.[Fe+2].ClCCl. The product is [CH3:31][C:26]1[NH:27][C:28]2[C:24]([CH:25]=1)=[CH:23][C:22]([C:10]1[CH:9]=[N:8][N:7]([CH:2]3[CH2:3][CH2:4][CH2:5][CH2:6][O:1]3)[CH:11]=1)=[CH:30][CH:29]=2. The yield is 0.300. (7) The catalyst is C(Cl)Cl. The product is [CH2:13]([O:20][N:21]1[C:2](=[O:4])[N:26]2[CH2:27][C@H:22]1[CH2:23][CH2:24][C@H:25]2[C:28]([O:30][CH2:31][CH3:32])=[O:29])[C:14]1[CH:15]=[CH:16][CH:17]=[CH:18][CH:19]=1. The yield is 0.500. The reactants are Cl[C:2](Cl)([O:4]C(=O)OC(Cl)(Cl)Cl)Cl.[CH2:13]([O:20][NH:21][C@H:22]1[CH2:27][NH:26][C@H:25]([C:28]([O:30][CH2:31][CH3:32])=[O:29])[CH2:24][CH2:23]1)[C:14]1[CH:19]=[CH:18][CH:17]=[CH:16][CH:15]=1.CCN(C(C)C)C(C)C. (8) The reactants are [F:1][C:2]1([C:12]2[S:13][CH:14]=[CH:15][N:16]=2)[CH2:11][CH2:10][C:5]2(OCC[O:6]2)[CH2:4][CH2:3]1.Cl. The catalyst is O1CCOCC1. The product is [F:1][C:2]1([C:12]2[S:13][CH:14]=[CH:15][N:16]=2)[CH2:3][CH2:4][C:5](=[O:6])[CH2:10][CH2:11]1. The yield is 0.740.